From a dataset of Forward reaction prediction with 1.9M reactions from USPTO patents (1976-2016). Predict the product of the given reaction. Given the reactants [OH-].[K+].O[C:4]1[C:13]([C:14](=[O:16])C)=[CH:12][CH:11]=[C:10]2[C:5]=1C=C[C:8](C)(C)[O:9]2.[CH2:19]([OH:21])C, predict the reaction product. The product is: [CH3:19][O:21][C:5]1[CH:4]=[C:13]([CH:12]=[CH:11][C:10]=1[O:9][CH3:8])[CH:14]=[O:16].